From a dataset of Forward reaction prediction with 1.9M reactions from USPTO patents (1976-2016). Predict the product of the given reaction. (1) Given the reactants [CH2:1]([O:8][N:9]1[C:15](=[O:16])[N:14]2[CH2:17][C@H:10]1[CH2:11][CH2:12][C@H:13]2[C:18]([OH:20])=[O:19])[C:2]1[CH:7]=[CH:6][CH:5]=[CH:4][CH:3]=1.C(=O)([O-])O.[Na+].[CH2:26](Br)[CH:27]=[CH2:28].C(OCC)(=O)C, predict the reaction product. The product is: [CH2:28]([O:19][C:18]([C@@H:13]1[CH2:12][CH2:11][C@@H:10]2[CH2:17][N:14]1[C:15](=[O:16])[N:9]2[O:8][CH2:1][C:2]1[CH:7]=[CH:6][CH:5]=[CH:4][CH:3]=1)=[O:20])[CH:27]=[CH2:26]. (2) Given the reactants [Cl:1][C:2]1[C:7]([CH:8]=[O:9])=[CH:6][CH:5]=[CH:4][N:3]=1.[BH4-].[Na+].[Cl-].[NH4+], predict the reaction product. The product is: [Cl:1][C:2]1[C:7]([CH2:8][OH:9])=[CH:6][CH:5]=[CH:4][N:3]=1. (3) Given the reactants [C:1]([O:5][C:6](=[O:18])[CH2:7][CH2:8][C:9]1[O:13][CH:12]=[N:11][C:10]=1[C:14]([O:16]C)=[O:15])([CH3:4])([CH3:3])[CH3:2].[OH-].[Na+], predict the reaction product. The product is: [C:1]([O:5][C:6](=[O:18])[CH2:7][CH2:8][C:9]1[O:13][CH:12]=[N:11][C:10]=1[C:14]([OH:16])=[O:15])([CH3:4])([CH3:2])[CH3:3]. (4) Given the reactants Cl.[F:2][C:3]1[CH:8]=[CH:7][C:6]([NH:9][NH2:10])=[CH:5][CH:4]=1.C(N(CC)CC)C.[C:18](OCC)(=[O:23])[CH2:19][C:20]([CH3:22])=O, predict the reaction product. The product is: [F:2][C:3]1[CH:8]=[CH:7][C:6]([N:9]2[C:18](=[O:23])[CH:19]=[C:20]([CH3:22])[NH:10]2)=[CH:5][CH:4]=1.